Dataset: Reaction yield outcomes from USPTO patents with 853,638 reactions. Task: Predict the reaction yield, written as a fraction of the theoretical maximum amount of product (1.0 means a 100% yield; for example, 0.34 means a 34% yield). (1) The reactants are CC(C)([O-])C.[K+].[C:7]([CH2:9]P(=O)(OCC)OCC)#[N:8].O=[C:19]1[CH2:22][N:21]([C:23]([O:25][C:26]([CH3:29])([CH3:28])[CH3:27])=[O:24])[CH2:20]1.O. The catalyst is O1CCCC1. The product is [C:7]([CH:9]=[C:19]1[CH2:22][N:21]([C:23]([O:25][C:26]([CH3:29])([CH3:28])[CH3:27])=[O:24])[CH2:20]1)#[N:8]. The yield is 0.580. (2) The reactants are C1(P(C2C=CC=CC=2)C2C=CC=CC=2)C=CC=CC=1.[Cl:20]C(Cl)(Cl)C(Cl)(Cl)Cl.[CH3:28][O:29][C:30](=[O:42])[C@H:31]([CH2:40]O)[NH:32][C:33]([O:35][C:36]([CH3:39])([CH3:38])[CH3:37])=[O:34]. The catalyst is ClCCl. The product is [CH3:28][O:29][C:30](=[O:42])[CH:31]([NH:32][C:33]([O:35][C:36]([CH3:39])([CH3:38])[CH3:37])=[O:34])[CH2:40][Cl:20]. The yield is 0.780. (3) The reactants are C([Mg]Cl)(C)C.I[C:7]1[CH:8]=[N:9][N:10]([CH:12]2[CH2:17][CH2:16][S:15](=[O:19])(=[O:18])[CH2:14][CH2:13]2)[CH:11]=1.CO[B:22]1[O:26][C:25]([CH3:28])([CH3:27])[C:24]([CH3:30])([CH3:29])[O:23]1. The catalyst is C1COCC1. The product is [CH3:29][C:24]1([CH3:30])[C:25]([CH3:28])([CH3:27])[O:26][B:22]([C:7]2[CH:8]=[N:9][N:10]([CH:12]3[CH2:17][CH2:16][S:15](=[O:19])(=[O:18])[CH2:14][CH2:13]3)[CH:11]=2)[O:23]1. The yield is 0.680. (4) The product is [CH2:1]([O:8][C:9]1[CH:14]=[C:13]([O:15][CH2:16][C:17]2[CH:22]=[CH:21][CH:20]=[CH:19][CH:18]=2)[C:12]([CH:23]([CH3:25])[CH3:24])=[CH:11][C:10]=1[C:26]1[O:30][N:29]=[C:28]([C:31]([NH:33][CH2:34][CH3:35])=[O:32])[C:27]=1[C:36]1[N:37]=[C:40]([OH:41])[O:39][N:38]=1)[C:2]1[CH:7]=[CH:6][CH:5]=[CH:4][CH:3]=1. The catalyst is CC(C)=O. The yield is 0.620. The reactants are [CH2:1]([O:8][C:9]1[CH:14]=[C:13]([O:15][CH2:16][C:17]2[CH:22]=[CH:21][CH:20]=[CH:19][CH:18]=2)[C:12]([CH:23]([CH3:25])[CH3:24])=[CH:11][C:10]=1[C:26]1[O:30][N:29]=[C:28]([C:31]([NH:33][CH2:34][CH3:35])=[O:32])[C:27]=1[C:36](=[N:38][OH:39])[NH2:37])[C:2]1[CH:7]=[CH:6][CH:5]=[CH:4][CH:3]=1.[C:40](=O)([O-])[O-:41].[K+].[K+].ClC(OCC)=O. (5) The reactants are [Cl:1][C:2]1[CH:7]=[CH:6][C:5]([C:8]2[O:12][C:11]([C:13]([F:16])([F:15])[F:14])=[C:10]([C:17]([OH:19])=O)[CH:9]=2)=[CH:4][CH:3]=1.CCN=C=NCCCN(C)C.Cl.[NH2:32][C:33]1[CH:38]=[C:37]([Cl:39])[CH:36]=[CH:35][C:34]=1[S:40]([OH:43])(=[O:42])=[O:41].ClC1C=CC(C2NN=NN=2)=C(N)C=1. The catalyst is C(Cl)Cl.CN(C1C=CN=CC=1)C. The product is [Cl:39][C:37]1[CH:36]=[CH:35][C:34]([S:40]([OH:43])(=[O:41])=[O:42])=[C:33]([NH:32][C:17]([C:10]2[CH:9]=[C:8]([C:5]3[CH:4]=[CH:3][C:2]([Cl:1])=[CH:7][CH:6]=3)[O:12][C:11]=2[C:13]([F:14])([F:15])[F:16])=[O:19])[CH:38]=1. The yield is 0.160. (6) The reactants are [Cl:1][C:2]1[CH:7]=[CH:6][C:5]([C:8]2[C:16]3[C:11](=[CH:12][CH:13]=[C:14]([C:17]#[N:18])[CH:15]=3)[N:10](C3CCCCO3)[N:9]=2)=[CH:4][CH:3]=1.[N:25]([Sn](CCCC)(CCCC)CCCC)=[N+:26]=[N-:27].O1CCOCC1.Cl. The catalyst is C1(C)C=CC=CC=1. The product is [Cl:1][C:2]1[CH:3]=[CH:4][C:5]([C:8]2[C:16]3[C:11](=[CH:12][CH:13]=[C:14]([C:17]4[N:18]=[N:25][NH:26][N:27]=4)[CH:15]=3)[NH:10][N:9]=2)=[CH:6][CH:7]=1. The yield is 0.350. (7) The reactants are [N:1]1[CH:6]=[CH:5][CH:4]=[CH:3][C:2]=1[S:7][S:8][CH2:9][CH2:10][CH2:11][C:12]([OH:14])=[O:13].[S:15](Cl)(=[O:18])(=[O:17])[OH:16].C(N(C(C)C)C(C)C)C.C([O-])([O-])=O.[Na+].[Na+].OP(O)(O)=O. No catalyst specified. The product is [N:1]1[CH:6]=[CH:5][CH:4]=[CH:3][C:2]=1[S:7][S:8][CH2:9][CH2:10][CH:11]([S:15]([OH:18])(=[O:17])=[O:16])[C:12]([OH:14])=[O:13]. The yield is 0.441.